From a dataset of Reaction yield outcomes from USPTO patents with 853,638 reactions. Predict the reaction yield, written as a fraction of the theoretical maximum amount of product (1.0 means a 100% yield; for example, 0.34 means a 34% yield). (1) The reactants are [NH2:1][CH2:2][C:3]1[N:7]=[C:6]([C@H:8]([CH2:17][CH2:18][CH2:19][CH:20]2[CH2:25][CH2:24][CH2:23][CH2:22][CH2:21]2)[CH2:9][C:10]([O:12][C:13]([CH3:16])([CH3:15])[CH3:14])=[O:11])[O:5][N:4]=1.[CH3:26][O:27][CH2:28][C:29](O)=[O:30].C1C=CC2N(O)N=NC=2C=1.CN1CCOCC1. The catalyst is C(Cl)Cl. The product is [CH:20]1([CH2:19][CH2:18][CH2:17][C@@H:8]([C:6]2[O:5][N:4]=[C:3]([CH2:2][NH:1][C:29](=[O:30])[CH2:28][O:27][CH3:26])[N:7]=2)[CH2:9][C:10]([O:12][C:13]([CH3:15])([CH3:16])[CH3:14])=[O:11])[CH2:21][CH2:22][CH2:23][CH2:24][CH2:25]1. The yield is 0.930. (2) The reactants are [CH3:1][C:2]1([CH3:24])[CH2:11][CH2:10][C:9]([CH3:13])([CH3:12])[C:8]2[CH:7]=[C:6]([CH:14]([OH:17])[C:15]#[CH:16])[CH:5]=[C:4]([O:18][CH2:19][CH2:20][O:21][CH2:22][CH3:23])[C:3]1=2.Cl. The catalyst is CCCCCCC.C(OC=C)(=O)C.C([O-])([O-])=O.[K+].[K+].CO. The product is [CH3:1][C:2]1([CH3:24])[CH2:11][CH2:10][C:9]([CH3:12])([CH3:13])[C:8]2[CH:7]=[C:6]([C@H:14]([OH:17])[C:15]#[CH:16])[CH:5]=[C:4]([O:18][CH2:19][CH2:20][O:21][CH2:22][CH3:23])[C:3]1=2. The yield is 0.410. (3) The reactants are [CH3:1][N:2]([CH3:41])[C:3]([C:5]1[CH:6]=[C:7]([CH:30](C(OCC)=O)[C:31]([O:33]CC)=[O:32])[CH:8]=[CH:9][C:10]=1[NH:11][C:12]([C:14]1[CH:19]=[CH:18][CH:17]=[CH:16][C:15]=1[C:20]1[CH:25]=[CH:24][C:23]([O:26][CH:27]([CH3:29])[CH3:28])=[CH:22][CH:21]=1)=[O:13])=[O:4].C([O-])([O-])=O.[K+].[K+].CO.C1(C)C=CC=CC=1. The catalyst is C1COCC1. The product is [CH3:41][N:2]([CH3:1])[C:3]([C:5]1[CH:6]=[C:7]([CH2:30][C:31]([OH:33])=[O:32])[CH:8]=[CH:9][C:10]=1[NH:11][C:12]([C:14]1[CH:19]=[CH:18][CH:17]=[CH:16][C:15]=1[C:20]1[CH:21]=[CH:22][C:23]([O:26][CH:27]([CH3:28])[CH3:29])=[CH:24][CH:25]=1)=[O:13])=[O:4]. The yield is 0.920. (4) The reactants are [CH2:1]([O:3][CH2:4][O:5][C:6]1[CH:13]=[C:12]([O:14][CH2:15][O:16][CH2:17][CH3:18])[CH:11]=[CH:10][C:7]=1C=O)[CH3:2].C1C=C(Cl)C=C(C(OO)=[O:27])C=1. The catalyst is C(Cl)Cl. The product is [CH2:1]([O:3][CH2:4][O:5][C:6]1[CH:13]=[C:12]([O:14][CH2:15][O:16][CH2:17][CH3:18])[CH:11]=[CH:10][C:7]=1[OH:27])[CH3:2]. The yield is 0.940. (5) The reactants are [N:1]([CH2:4][C:5]1[N:6]=[C:7]([C:11]2[CH:16]=[CH:15][C:14]([C:17]([F:20])([F:19])[F:18])=[CH:13][CH:12]=2)[O:8][C:9]=1[CH3:10])=[N+]=[N-].[H][H]. The catalyst is C(OCC)(=O)C.O=[Pt]=O. The product is [CH3:10][C:9]1[O:8][C:7]([C:11]2[CH:12]=[CH:13][C:14]([C:17]([F:20])([F:19])[F:18])=[CH:15][CH:16]=2)=[N:6][C:5]=1[CH2:4][NH2:1]. The yield is 0.842. (6) The reactants are [C:1]([C:4]1[CH:49]=[CH:48][C:7]([C:8]([N:10]2[CH2:16][C@H:15]([NH:17][C:18](=[O:30])[C@H:19]([N:21](C)[C:22](=O)OC(C)(C)C)[CH3:20])[C:14](=[O:31])[N:13]([CH2:32][C:33]3[C:42]4[C:37](=[CH:38][CH:39]=[CH:40][CH:41]=4)[CH:36]=[CH:35][C:34]=3[CH3:43])[C:12]3[CH:44]=[CH:45][CH:46]=[CH:47][C:11]2=3)=[O:9])=[CH:6][CH:5]=1)(=[O:3])[CH3:2].[ClH:50]. The catalyst is O1CCOCC1. The product is [ClH:50].[C:1]([C:4]1[CH:5]=[CH:6][C:7]([C:8]([N:10]2[CH2:16][C@H:15]([NH:17][C:18](=[O:30])[C@H:19]([NH:21][CH3:22])[CH3:20])[C:14](=[O:31])[N:13]([CH2:32][C:33]3[C:42]4[C:37](=[CH:38][CH:39]=[CH:40][CH:41]=4)[CH:36]=[CH:35][C:34]=3[CH3:43])[C:12]3[CH:44]=[CH:45][CH:46]=[CH:47][C:11]2=3)=[O:9])=[CH:48][CH:49]=1)(=[O:3])[CH3:2]. The yield is 0.900. (7) The product is [Br:15][C:13]1[CH:12]=[N:11][CH:10]=[C:9]([CH2:6][CH3:7])[CH:14]=1. The yield is 0.650. The reactants are [OH-].[Na+].O.NN.[C:6]([C:9]1[CH:10]=[N:11][CH:12]=[C:13]([Br:15])[CH:14]=1)(=O)[CH3:7]. The catalyst is C(O)COCCO. (8) The reactants are Cl[C:2]1[N:11]=[C:10]([N:12]([CH3:14])[CH3:13])[C:9]2[C:4](=[CH:5][CH:6]=[C:7]([F:15])[CH:8]=2)[N:3]=1.C[Si]([N-:20][Si](C)(C)C)(C)C.[Li+].C1(P(C2CCCCC2)C2C=CC=CC=2C2C=CC=CC=2)CCCCC1.Cl. The catalyst is C1C=CC(/C=C/C(/C=C/C2C=CC=CC=2)=O)=CC=1.C1C=CC(/C=C/C(/C=C/C2C=CC=CC=2)=O)=CC=1.C1C=CC(/C=C/C(/C=C/C2C=CC=CC=2)=O)=CC=1.[Pd].[Pd].C1COCC1. The product is [F:15][C:7]1[CH:8]=[C:9]2[C:4](=[CH:5][CH:6]=1)[N:3]=[C:2]([NH2:20])[N:11]=[C:10]2[N:12]([CH3:14])[CH3:13]. The yield is 0.880.